Dataset: Forward reaction prediction with 1.9M reactions from USPTO patents (1976-2016). Task: Predict the product of the given reaction. (1) Given the reactants [CH:1]1([N:7]([CH2:21][CH2:22][C:23]2[CH:28]=CC=C[CH:24]=2)[C:8](=[O:20])[NH:9][C:10]2[S:11][C:12]([S:15][CH2:16][C:17](O)=O)=[CH:13][N:14]=2)[CH2:6][CH2:5][CH2:4][CH2:3][CH2:2]1.[CH3:29]C(C)=CC=O.C([O:37][C:38](=[O:41])CC)C.Cl.CCN(C(C)C)C(C)C, predict the reaction product. The product is: [CH3:28][C:23]([CH3:24])=[CH:22][CH2:21][N:7]([C@H:1]1[CH2:2][CH2:3][C@H:4]([CH3:29])[CH2:5][CH2:6]1)[C:8](=[O:20])[NH:9][C:10]1[S:11][C:12]([S:15][CH2:16][CH2:17][C:38]([OH:41])=[O:37])=[CH:13][N:14]=1. (2) Given the reactants Cl[CH2:2][C:3]1[C:8]([O:9][CH3:10])=[N:7][C:6]([O:11][CH3:12])=[CH:5][N:4]=1.[F:13][C:14]1[CH:19]=[CH:18][CH:17]=[C:16]([C:20]2[NH:21][CH:22]=[CH:23][N:24]=2)[N:15]=1.C([O-])([O-])=O.[K+].[K+], predict the reaction product. The product is: [F:13][C:14]1[N:15]=[C:16]([C:20]2[N:24]([CH2:2][C:3]3[C:8]([O:9][CH3:10])=[N:7][C:6]([O:11][CH3:12])=[CH:5][N:4]=3)[CH:23]=[CH:22][N:21]=2)[CH:17]=[CH:18][CH:19]=1. (3) Given the reactants [NH2:1][C:2]1[N:7]=[CH:6][C:5]([C:8]([O:10][CH3:11])=[O:9])=[CH:4][C:3]=1[O:12][C@@H:13]1[C:17]([F:19])([F:18])[CH2:16][N:15](C(OC(C)(C)C)=O)[CH2:14]1.O1CCOCC1.[ClH:33], predict the reaction product. The product is: [ClH:33].[NH2:1][C:2]1[N:7]=[CH:6][C:5]([C:8]([O:10][CH3:11])=[O:9])=[CH:4][C:3]=1[O:12][C@@H:13]1[C:17]([F:19])([F:18])[CH2:16][NH:15][CH2:14]1. (4) Given the reactants [Br:1][C:2]1[C:3](/[CH:19]=[N:20]\[S@:21]([C:23]([CH3:26])([CH3:25])[CH3:24])=[O:22])=[N:4][CH:5]=[C:6](N2C(=O)C3C(=CC=CC=3)C2=O)[CH:7]=1.[Br:27]C1C(C=O)=NC(Br)=CC=1, predict the reaction product. The product is: [Br:1][C:2]1[C:3](/[CH:19]=[N:20]\[S@:21]([C:23]([CH3:26])([CH3:25])[CH3:24])=[O:22])=[N:4][C:5]([Br:27])=[CH:6][CH:7]=1. (5) Given the reactants C(OC([NH:8][C@H:9]([C:34]1[CH:39]=[CH:38][CH:37]=[C:36]([F:40])[CH:35]=1)[CH2:10][CH:11]([N:13]1[CH2:18][CH2:17][CH:16]([N:19]2[C:27]3[CH2:26][CH2:25][N:24]([C:28]([O:30][CH2:31][CH3:32])=[O:29])[CH2:23][C:22]=3[N:21]=[C:20]2[CH3:33])[CH2:15][CH2:14]1)[CH3:12])=O)(C)(C)C.Cl, predict the reaction product. The product is: [NH2:8][C@H:9]([C:34]1[CH:39]=[CH:38][CH:37]=[C:36]([F:40])[CH:35]=1)[CH2:10][CH:11]([N:13]1[CH2:18][CH2:17][CH:16]([N:19]2[C:27]3[CH2:26][CH2:25][N:24]([C:28]([O:30][CH2:31][CH3:32])=[O:29])[CH2:23][C:22]=3[N:21]=[C:20]2[CH3:33])[CH2:15][CH2:14]1)[CH3:12]. (6) Given the reactants [CH:1]1[C:13]2[CH:12]([CH2:14][O:15][C:16]([NH:18][C:19]3([C:23](O)=[O:24])[CH2:22][O:21][CH2:20]3)=[O:17])[C:11]3[C:6](=[CH:7][CH:8]=[CH:9][CH:10]=3)[C:5]=2[CH:4]=[CH:3][CH:2]=1.Cl.CN(C)CCCN=C=NCC.O.ON1C2C=CC=CC=2N=N1.Cl.[CH3:50][O:51][C:52]([C:54]1[C:55]([C:61]2[CH:66]=[CH:65][C:64]([C@H:67]([NH2:69])[CH3:68])=[C:63]([F:70])[CH:62]=2)=[CH:56][CH:57]=[CH:58][C:59]=1[Cl:60])=[O:53].C(N(CC)CC)C.C([O-])(O)=O.[Na+], predict the reaction product. The product is: [CH3:50][O:51][C:52]([C:54]1[C:55]([C:61]2[CH:66]=[CH:65][C:64]([C@H:67]([NH:69][C:23]([C:19]3([NH:18][C:16]([O:15][CH2:14][CH:12]4[C:11]5[CH:10]=[CH:9][CH:8]=[CH:7][C:6]=5[C:5]5[C:13]4=[CH:1][CH:2]=[CH:3][CH:4]=5)=[O:17])[CH2:22][O:21][CH2:20]3)=[O:24])[CH3:68])=[C:63]([F:70])[CH:62]=2)=[CH:56][CH:57]=[CH:58][C:59]=1[Cl:60])=[O:53]. (7) Given the reactants Cl.[CH2:2]([O:5][C:6](=[O:18])[CH2:7][CH:8]([NH2:17])[C:9]1[CH:14]=[CH:13][C:12]([F:15])=[C:11]([F:16])[CH:10]=1)[CH2:3][CH3:4].[OH-].[Na+].CC(OC)(C)C, predict the reaction product. The product is: [NH2:17][C@@H:8]([C:9]1[CH:14]=[CH:13][C:12]([F:15])=[C:11]([F:16])[CH:10]=1)[CH2:7][C:6]([O:5][CH2:2][CH2:3][CH3:4])=[O:18].